Task: Regression. Given two drug SMILES strings and cell line genomic features, predict the synergy score measuring deviation from expected non-interaction effect.. Dataset: NCI-60 drug combinations with 297,098 pairs across 59 cell lines (1) Drug 1: CN1C(=O)N2C=NC(=C2N=N1)C(=O)N. Drug 2: CCN(CC)CCNC(=O)C1=C(NC(=C1C)C=C2C3=C(C=CC(=C3)F)NC2=O)C. Cell line: SF-268. Synergy scores: CSS=-3.06, Synergy_ZIP=-1.58, Synergy_Bliss=-7.24, Synergy_Loewe=-15.0, Synergy_HSA=-9.43. (2) Synergy scores: CSS=52.0, Synergy_ZIP=-4.05, Synergy_Bliss=-15.6, Synergy_Loewe=-20.6, Synergy_HSA=-18.4. Cell line: HL-60(TB). Drug 1: CC12CCC(CC1=CCC3C2CCC4(C3CC=C4C5=CN=CC=C5)C)O. Drug 2: C1=C(C(=O)NC(=O)N1)F. (3) Drug 1: CC1=C2C(C(=O)C3(C(CC4C(C3C(C(C2(C)C)(CC1OC(=O)C(C(C5=CC=CC=C5)NC(=O)OC(C)(C)C)O)O)OC(=O)C6=CC=CC=C6)(CO4)OC(=O)C)OC)C)OC. Drug 2: CN(C(=O)NC(C=O)C(C(C(CO)O)O)O)N=O. Cell line: BT-549. Synergy scores: CSS=60.0, Synergy_ZIP=7.35, Synergy_Bliss=5.64, Synergy_Loewe=-24.5, Synergy_HSA=6.28. (4) Drug 1: CC1=C(C=C(C=C1)NC2=NC=CC(=N2)N(C)C3=CC4=NN(C(=C4C=C3)C)C)S(=O)(=O)N.Cl. Drug 2: CC(C)(C#N)C1=CC(=CC(=C1)CN2C=NC=N2)C(C)(C)C#N. Cell line: SN12C. Synergy scores: CSS=1.62, Synergy_ZIP=-1.18, Synergy_Bliss=-1.82, Synergy_Loewe=-0.684, Synergy_HSA=-0.883. (5) Drug 1: C1CCC(CC1)NC(=O)N(CCCl)N=O. Drug 2: CC1=C(C(CCC1)(C)C)C=CC(=CC=CC(=CC(=O)O)C)C. Cell line: NCIH23. Synergy scores: CSS=8.59, Synergy_ZIP=-4.72, Synergy_Bliss=0.364, Synergy_Loewe=-3.97, Synergy_HSA=-1.64. (6) Drug 1: CS(=O)(=O)C1=CC(=C(C=C1)C(=O)NC2=CC(=C(C=C2)Cl)C3=CC=CC=N3)Cl. Drug 2: C1CN(P(=O)(OC1)NCCCl)CCCl. Cell line: MDA-MB-231. Synergy scores: CSS=3.35, Synergy_ZIP=-0.0890, Synergy_Bliss=0.769, Synergy_Loewe=0.390, Synergy_HSA=0.368. (7) Drug 1: C1=CC(=CC=C1CC(C(=O)O)N)N(CCCl)CCCl.Cl. Drug 2: C1=NC2=C(N=C(N=C2N1C3C(C(C(O3)CO)O)F)Cl)N. Cell line: LOX IMVI. Synergy scores: CSS=21.4, Synergy_ZIP=-3.96, Synergy_Bliss=0.791, Synergy_Loewe=-8.69, Synergy_HSA=0.464. (8) Drug 1: CC1OCC2C(O1)C(C(C(O2)OC3C4COC(=O)C4C(C5=CC6=C(C=C35)OCO6)C7=CC(=C(C(=C7)OC)O)OC)O)O. Drug 2: COC1=NC(=NC2=C1N=CN2C3C(C(C(O3)CO)O)O)N. Cell line: A549. Synergy scores: CSS=34.4, Synergy_ZIP=4.97, Synergy_Bliss=7.32, Synergy_Loewe=-19.6, Synergy_HSA=5.73. (9) Synergy scores: CSS=28.1, Synergy_ZIP=-0.504, Synergy_Bliss=0.204, Synergy_Loewe=5.87, Synergy_HSA=3.21. Drug 2: CCN(CC)CCCC(C)NC1=C2C=C(C=CC2=NC3=C1C=CC(=C3)Cl)OC. Cell line: RPMI-8226. Drug 1: CC1=C(N=C(N=C1N)C(CC(=O)N)NCC(C(=O)N)N)C(=O)NC(C(C2=CN=CN2)OC3C(C(C(C(O3)CO)O)O)OC4C(C(C(C(O4)CO)O)OC(=O)N)O)C(=O)NC(C)C(C(C)C(=O)NC(C(C)O)C(=O)NCCC5=NC(=CS5)C6=NC(=CS6)C(=O)NCCC[S+](C)C)O. (10) Drug 1: CN(C)N=NC1=C(NC=N1)C(=O)N. Drug 2: CCCCC(=O)OCC(=O)C1(CC(C2=C(C1)C(=C3C(=C2O)C(=O)C4=C(C3=O)C=CC=C4OC)O)OC5CC(C(C(O5)C)O)NC(=O)C(F)(F)F)O. Cell line: LOX IMVI. Synergy scores: CSS=44.8, Synergy_ZIP=0.574, Synergy_Bliss=1.24, Synergy_Loewe=4.64, Synergy_HSA=4.88.